From a dataset of Forward reaction prediction with 1.9M reactions from USPTO patents (1976-2016). Predict the product of the given reaction. (1) Given the reactants Cl[CH2:2][C:3]1[N:4]=[C:5]([C:9]2[CH:10]=[N:11][CH:12]=[CH:13][CH:14]=2)[O:6][C:7]=1[CH3:8].C(=O)([O-])[O-].[K+].[K+].[O:21]=[CH:22][C:23]1[CH:31]=[CH:30][C:28]([OH:29])=[C:25]([O:26][CH3:27])[CH:24]=1.CN(C)C=O, predict the reaction product. The product is: [CH3:27][O:26][C:25]1[CH:24]=[C:23]([CH:31]=[CH:30][C:28]=1[O:29][CH2:2][C:3]1[N:4]=[C:5]([C:9]2[CH:10]=[N:11][CH:12]=[CH:13][CH:14]=2)[O:6][C:7]=1[CH3:8])[CH:22]=[O:21]. (2) Given the reactants C(NC(C)C)(C)C.C([Li])CCC.[F:13][C:14]1[CH:21]=[C:20]([F:22])[CH:19]=[CH:18][C:15]=1[C:16]#[N:17].CN(C)[CH:25]=[O:26], predict the reaction product. The product is: [F:13][C:14]1[C:21]([CH:25]=[O:26])=[C:20]([F:22])[CH:19]=[CH:18][C:15]=1[C:16]#[N:17].